Task: Predict the reaction yield, written as a fraction of the theoretical maximum amount of product (1.0 means a 100% yield; for example, 0.34 means a 34% yield).. Dataset: Reaction yield outcomes from USPTO patents with 853,638 reactions (1) The reactants are Br[C:2]1[CH:7]=[CH:6][N:5]=[C:4]([C:8]([F:11])([F:10])[F:9])[CH:3]=1.[Br:12][C:13]1[CH:14]=[C:15]([C:20]([C:28]2[CH:33]=[CH:32][CH:31]=[C:30]([F:34])[C:29]=2[C:35]#[N:36])=[N:21]S(C(C)(C)C)=O)[CH:16]=[CH:17][C:18]=1[F:19]. No catalyst specified. The product is [Br:12][C:13]1[CH:14]=[C:15]([C:20]2([C:2]3[CH:7]=[CH:6][N:5]=[C:4]([C:8]([F:11])([F:10])[F:9])[CH:3]=3)[C:28]3[C:29](=[C:30]([F:34])[CH:31]=[CH:32][CH:33]=3)[C:35]([NH2:36])=[N:21]2)[CH:16]=[CH:17][C:18]=1[F:19]. The yield is 0.350. (2) The reactants are [CH2:1]([C@@H:3]1[CH2:24][O:23][C:6]2=[C:7]3[C:12](=[CH:13][CH:14]=[C:5]2[NH:4]1)[N:11]=[C:10]([O:15][CH:16]([CH3:18])[CH3:17])[CH:9]=[C:8]3[C:19]([F:22])([F:21])[F:20])[CH3:2].C([O-])([O-])=O.[K+].[K+].[CH2:31](Br)[C:32](=[CH2:34])[CH3:33].O. The catalyst is CN(C=O)C. The product is [CH2:1]([C@@H:3]1[CH2:24][O:23][C:6]2=[C:7]3[C:12](=[CH:13][CH:14]=[C:5]2[N:4]1[CH2:33][C:32](=[CH2:31])[CH3:34])[N:11]=[C:10]([O:15][CH:16]([CH3:18])[CH3:17])[CH:9]=[C:8]3[C:19]([F:21])([F:22])[F:20])[CH3:2]. The yield is 0.870. (3) The reactants are [CH2:1]([O:3][C:4](=[O:62])[CH2:5][N:6]([C:8](=[O:61])[C@@H:9]([NH:25][C:26](=[O:60])[C@@H:27]([NH:52]C(OC(C)(C)C)=O)[CH2:28][CH2:29][CH2:30][NH:31]/[C:32](/[NH2:51])=[N:33]\[S:34]([C:37]1[C:38]([CH3:50])=[C:39]([CH3:49])[C:40]2[O:44][C:43]([CH3:46])([CH3:45])[CH2:42][C:41]=2[C:47]=1[CH3:48])(=[O:36])=[O:35])[CH2:10][N:11]([CH3:24])[S:12]([C:15]1[CH:20]=[CH:19][CH:18]=[CH:17][C:16]=1[N+:21]([O-:23])=[O:22])(=[O:14])=[O:13])[CH3:7])[CH3:2].Cl. The catalyst is C(Cl)Cl.O1CCOCC1. The product is [CH2:1]([O:3][C:4](=[O:62])[CH2:5][N:6]([C:8](=[O:61])[C@@H:9]([NH:25][C:26](=[O:60])[C@@H:27]([NH2:52])[CH2:28][CH2:29][CH2:30][NH:31]/[C:32](/[NH2:51])=[N:33]\[S:34]([C:37]1[C:38]([CH3:50])=[C:39]([CH3:49])[C:40]2[O:44][C:43]([CH3:45])([CH3:46])[CH2:42][C:41]=2[C:47]=1[CH3:48])(=[O:35])=[O:36])[CH2:10][N:11]([CH3:24])[S:12]([C:15]1[CH:20]=[CH:19][CH:18]=[CH:17][C:16]=1[N+:21]([O-:23])=[O:22])(=[O:14])=[O:13])[CH3:7])[CH3:2]. The yield is 1.00. (4) The reactants are C[O:2][C:3]1[CH:4]=[C:5]([CH:8]=[C:9]([O:11]C)[CH:10]=1)[CH:6]=O.[CH:13]1[CH:18]=[CH:17][CH:16]=[CH:15][CH:14]=1.Cl.[OH2:20]. The product is [O:11]=[C:9]1[CH2:10][C:3](=[O:2])[CH:4]=[C:5](/[CH:6]=[C:13]2/[C:18](=[O:20])[CH2:17][CH2:16][CH2:15][CH2:14]/2)[CH2:8]1. No catalyst specified. The yield is 0.740. (5) The reactants are Cl[C:2]1[C:10]2[C:9]3[CH:11]=[C:12]([C:15]#[N:16])[N:13]=[CH:14][C:8]=3[N:7]([CH2:17][O:18][CH2:19][CH2:20][Si:21]([CH3:24])([CH3:23])[CH3:22])[C:6]=2[N:5]=[CH:4][CH:3]=1.[NH2:25][CH:26]1[CH2:31][CH2:30][N:29]([C:32]([O:34][C:35]([CH3:38])([CH3:37])[CH3:36])=[O:33])[CH2:28][CH2:27]1.C1(P(C2C=CC=CC=2)C2C3OC4C(=CC=CC=4P(C4C=CC=CC=4)C4C=CC=CC=4)C(C)(C)C=3C=CC=2)C=CC=CC=1.C(=O)([O-])[O-].[Cs+].[Cs+]. The catalyst is O1CCOCC1.O.C(OCC)(=O)C.C1C=CC(/C=C/C(/C=C/C2C=CC=CC=2)=O)=CC=1.C1C=CC(/C=C/C(/C=C/C2C=CC=CC=2)=O)=CC=1.C1C=CC(/C=C/C(/C=C/C2C=CC=CC=2)=O)=CC=1.[Pd].[Pd]. The product is [C:15]([C:12]1[N:13]=[CH:14][C:8]2[N:7]([CH2:17][O:18][CH2:19][CH2:20][Si:21]([CH3:24])([CH3:23])[CH3:22])[C:6]3[N:5]=[CH:4][CH:3]=[C:2]([NH:25][CH:26]4[CH2:27][CH2:28][N:29]([C:32]([O:34][C:35]([CH3:38])([CH3:37])[CH3:36])=[O:33])[CH2:30][CH2:31]4)[C:10]=3[C:9]=2[CH:11]=1)#[N:16]. The yield is 0.600. (6) The reactants are [CH3:1][O:2][C:3](=[O:61])[NH:4][CH:5]([C:9]([N:11]1[CH2:15][CH2:14][CH2:13][CH:12]1[C:16]1[NH:17][C:18]([C:21]2[CH:26]=[CH:25][C:24]([C:27]3[CH:36]=[CH:35][C:34]4[C:29](=[CH:30][CH:31]=[C:32]([C:37]5[NH:38][C:39]([C@@H:42]6[CH2:46][CH2:45][CH2:44][N:43]6[C:47](=[O:60])[CH:48]([NH:55][C:56]([O:58][CH3:59])=[O:57])[C:49]6[CH:54]=[CH:53][CH:52]=[CH:51][CH:50]=6)=[N:40][CH:41]=5)[CH:33]=4)[CH:28]=3)=[CH:23][CH:22]=2)=[CH:19][N:20]=1)=[O:10])[CH:6]([CH3:8])[CH3:7].COC(N[C@H](C1C=CC=CC=1)C(O)=O)=O. No catalyst specified. The product is [CH3:1][O:2][C:3](=[O:61])[NH:4][CH:5]([C:9]([N:11]1[CH2:15][CH2:14][CH2:13][CH:12]1[C:16]1[NH:17][C:18]([C:21]2[CH:22]=[CH:23][C:24]([C:27]3[CH:36]=[CH:35][C:34]4[C:29](=[CH:30][CH:31]=[C:32]([C:37]5[NH:38][C:39]([CH:42]6[CH2:46][CH2:45][CH2:44][N:43]6[C:47](=[O:60])[CH:48]([NH:55][C:56]([O:58][CH3:59])=[O:57])[C:49]6[CH:54]=[CH:53][CH:52]=[CH:51][CH:50]=6)=[N:40][CH:41]=5)[CH:33]=4)[CH:28]=3)=[CH:25][CH:26]=2)=[CH:19][N:20]=1)=[O:10])[CH:6]([CH3:8])[CH3:7]. The yield is 0.580. (7) The reactants are C1C(=O)N([Br:8])C(=O)C1.[N:9]1([C:15]2[CH:20]=[CH:19][C:18]([C:21]3[C:25]4[CH2:26][C:27]5[S:28][CH:29]=[CH:30][C:31]=5[C:24]=4[N:23]([CH2:32][O:33][CH2:34][CH2:35][Si:36]([CH3:39])([CH3:38])[CH3:37])[N:22]=3)=[CH:17][CH:16]=2)[CH2:14][CH2:13][O:12][CH2:11][CH2:10]1. The catalyst is C(Cl)Cl. The product is [Br:8][C:29]1[S:28][C:27]2[CH2:26][C:25]3[C:21]([C:18]4[CH:17]=[CH:16][C:15]([N:9]5[CH2:14][CH2:13][O:12][CH2:11][CH2:10]5)=[CH:20][CH:19]=4)=[N:22][N:23]([CH2:32][O:33][CH2:34][CH2:35][Si:36]([CH3:39])([CH3:38])[CH3:37])[C:24]=3[C:31]=2[CH:30]=1. The yield is 0.800.